Dataset: Full USPTO retrosynthesis dataset with 1.9M reactions from patents (1976-2016). Task: Predict the reactants needed to synthesize the given product. (1) Given the product [F:16][C:15]1[CH:14]=[C:13]([C:17]([OH:20])([CH3:18])[CH3:19])[CH:12]=[C:11]([F:21])[C:10]=1[C:4]1[S:3][C:2]([NH:1][C:23]2[CH:24]=[CH:25][C:26]3[C:27](=[N:29][O:30][N:31]=3)[N:28]=2)=[C:6]([C:7]([NH2:9])=[O:8])[CH:5]=1, predict the reactants needed to synthesize it. The reactants are: [NH2:1][C:2]1[S:3][C:4]([C:10]2[C:15]([F:16])=[CH:14][C:13]([C:17]([OH:20])([CH3:19])[CH3:18])=[CH:12][C:11]=2[F:21])=[CH:5][C:6]=1[C:7]([NH2:9])=[O:8].Cl[C:23]1[CH:24]=[CH:25][C:26]2[C:27](=[N:29][O:30][N:31]=2)[N:28]=1. (2) Given the product [CH3:10][C@H:11]1[NH:12][CH2:13][CH2:14][N:15]([C:2]2[CH:9]=[CH:8][CH:7]=[CH:6][C:3]=2[C:4]#[N:5])[CH2:16]1, predict the reactants needed to synthesize it. The reactants are: Br[C:2]1[CH:9]=[CH:8][CH:7]=[CH:6][C:3]=1[C:4]#[N:5].[CH3:10][C@H:11]1[CH2:16][NH:15][CH2:14][CH2:13][NH:12]1.C1C=CC(P(C2C(C3C(P(C4C=CC=CC=4)C4C=CC=CC=4)=CC=C4C=3C=CC=C4)=C3C(C=CC=C3)=CC=2)C2C=CC=CC=2)=CC=1.CC([O-])(C)C.[Na+]. (3) The reactants are: [CH:1]1([CH2:7][CH2:8][CH2:9][C@@H:10]([C:19]2[O:23][N:22]=[C:21]([CH2:24]OS(C3C=CC(C)=CC=3)(=O)=O)[N:20]=2)[CH2:11][C:12]([O:14][C:15]([CH3:18])([CH3:17])[CH3:16])=[O:13])[CH2:6][CH2:5][CH2:4][CH2:3][CH2:2]1.[NH2:36][CH:37]([CH2:40][CH3:41])[CH2:38][CH3:39]. Given the product [CH:1]1([CH2:7][CH2:8][CH2:9][C@@H:10]([C:19]2[O:23][N:22]=[C:21]([CH2:24][NH:36][CH:37]([CH2:40][CH3:41])[CH2:38][CH3:39])[N:20]=2)[CH2:11][C:12]([O:14][C:15]([CH3:16])([CH3:18])[CH3:17])=[O:13])[CH2:2][CH2:3][CH2:4][CH2:5][CH2:6]1, predict the reactants needed to synthesize it. (4) Given the product [F:16][C:17]1[N:22]=[CH:21][C:20]([C:2]2[C:11]3[C:6](=[CH:7][C:8]([O:14][CH3:15])=[C:9]([O:12][CH3:13])[CH:10]=3)[N:5]=[CH:4][CH:3]=2)=[CH:19][C:18]=1[CH3:26], predict the reactants needed to synthesize it. The reactants are: Cl[C:2]1[C:11]2[C:6](=[CH:7][C:8]([O:14][CH3:15])=[C:9]([O:12][CH3:13])[CH:10]=2)[N:5]=[CH:4][CH:3]=1.[F:16][C:17]1[N:22]=[CH:21][C:20](B(O)O)=[CH:19][C:18]=1[CH3:26].C(=O)([O-])[O-].[Na+].[Na+]. (5) Given the product [CH:1]1[C:13]2[CH:12]([CH2:14][O:15][C:16](=[O:36])[NH:17][C:18]3[CH:23]=[CH:22][C:21]([NH2:24])=[C:20]([O:28][CH2:29][C:30]4[CH:31]=[CH:32][CH:33]=[CH:34][CH:35]=4)[CH:19]=3)[C:11]3[C:6](=[CH:7][CH:8]=[CH:9][CH:10]=3)[C:5]=2[CH:4]=[CH:3][CH:2]=1, predict the reactants needed to synthesize it. The reactants are: [CH:1]1[C:13]2[CH:12]([CH2:14][O:15][C:16](=[O:36])[NH:17][C:18]3[CH:23]=[CH:22][C:21]([NH:24]C(=O)C)=[C:20]([O:28][CH2:29][C:30]4[CH:35]=[CH:34][CH:33]=[CH:32][CH:31]=4)[CH:19]=3)[C:11]3[C:6](=[CH:7][CH:8]=[CH:9][CH:10]=3)[C:5]=2[CH:4]=[CH:3][CH:2]=1.Cl. (6) Given the product [CH3:25][O:24][CH2:23][CH2:22][N:21]1[C:20](=[O:26])[N:19]([C:27]2[CH:28]=[CH:29][C:30]([C:33]([F:34])([F:35])[F:36])=[CH:31][CH:32]=2)[N:18]=[C:17]1[CH2:16][O:15][C:12]1[CH:13]=[CH:14][C:9]([O:8][C:5]([CH3:7])([CH3:6])[C:4]([OH:38])=[O:3])=[C:10]([CH3:37])[CH:11]=1, predict the reactants needed to synthesize it. The reactants are: C([O:3][C:4](=[O:38])[C:5]([O:8][C:9]1[CH:14]=[CH:13][C:12]([O:15][CH2:16][C:17]2[N:21]([CH2:22][CH2:23][O:24][CH3:25])[C:20](=[O:26])[N:19]([C:27]3[CH:32]=[CH:31][C:30]([C:33]([F:36])([F:35])[F:34])=[CH:29][CH:28]=3)[N:18]=2)=[CH:11][C:10]=1[CH3:37])([CH3:7])[CH3:6])C.C1COCC1.[OH-].[K+]. (7) Given the product [F:33][C:31]([F:32])([F:34])[C:23]1[CH:22]=[C:21]([CH:26]=[C:25]([C:27]([F:29])([F:30])[F:28])[CH:24]=1)[CH2:20][N:4]([CH:5]1[CH2:11][CH2:10][CH2:9][N:8]([C:12]([NH:36][NH2:37])=[O:13])[C:7]2[CH:15]=[C:16]([Cl:19])[CH:17]=[CH:18][C:6]1=2)[C:1](=[O:3])[CH3:2], predict the reactants needed to synthesize it. The reactants are: [C:1]([N:4]([CH2:20][C:21]1[CH:26]=[C:25]([C:27]([F:30])([F:29])[F:28])[CH:24]=[C:23]([C:31]([F:34])([F:33])[F:32])[CH:22]=1)[CH:5]1[CH2:11][CH2:10][CH2:9][N:8]([C:12](Cl)=[O:13])[C:7]2[CH:15]=[C:16]([Cl:19])[CH:17]=[CH:18][C:6]1=2)(=[O:3])[CH3:2].O.[NH2:36][NH2:37].CCOC(C)=O. (8) Given the product [Cl:24][C:25]1[S:29][C:28]([C:10]2[NH:9][C:8]([NH2:7])=[N:16][C:15]3[C:11]=2[N:12]=[CH:13][N:14]=3)=[CH:27][CH:26]=1, predict the reactants needed to synthesize it. The reactants are: O1CCCCC1[NH:7][C:8]1[N:16]=[C:15]2[C:11]([N:12]=[CH:13][N:14]2C2CCCCO2)=[C:10](Cl)[N:9]=1.[Cl:24][C:25]1[S:29][C:28](B(O)O)=[CH:27][CH:26]=1.C([O-])(O)=O.[Na+]. (9) Given the product [OH:6][CH2:7][CH:8]([CH3:39])[O:9][C:10]1[CH:11]=[C:12]([O:28][C:29]2[CH:34]=[CH:33][C:32]([S:35]([CH3:38])(=[O:36])=[O:37])=[CH:31][CH:30]=2)[CH:13]=[C:14]2[C:18]=1[NH:17][C:16]([C:19]1[S:20][CH:21]([CH2:24][C:25]([NH2:27])=[O:26])[CH2:22][N:23]=1)=[CH:15]2, predict the reactants needed to synthesize it. The reactants are: C([Si](C(C)(C)C)(C1C=CC=CC=1)[O:6][CH2:7][CH:8]([CH3:39])[O:9][C:10]1[CH:11]=[C:12]([O:28][C:29]2[CH:34]=[CH:33][C:32]([S:35]([CH3:38])(=[O:37])=[O:36])=[CH:31][CH:30]=2)[CH:13]=[C:14]2[C:18]=1[NH:17][C:16]([C:19]1[S:20][CH:21]([CH2:24][C:25]([NH2:27])=[O:26])[CH2:22][N:23]=1)=[CH:15]2)(C)(C)C.[F-].C([N+](CCCC)(CCCC)CCCC)CCC.[Cl-].[NH4+].CO.